From a dataset of Full USPTO retrosynthesis dataset with 1.9M reactions from patents (1976-2016). Predict the reactants needed to synthesize the given product. (1) Given the product [Cl:1][C:2]1[N:7]=[C:6]([C:8]2[CH:9]=[C:10]([CH:25]=[CH:26][CH:27]=2)[CH2:11][N:12]([CH2:28][CH3:29])[CH2:13][CH2:14][CH2:15][NH:16][C:17](=[O:24])[C:18]2[CH:19]=[CH:20][CH:21]=[CH:22][CH:23]=2)[CH:5]=[CH:4][N:3]=1, predict the reactants needed to synthesize it. The reactants are: [Cl:1][C:2]1[N:7]=[C:6]([C:8]2[CH:9]=[C:10]([CH:25]=[CH:26][CH:27]=2)[CH2:11][NH:12][CH2:13][CH2:14][CH2:15][NH:16][C:17](=[O:24])[C:18]2[CH:23]=[CH:22][CH:21]=[CH:20][CH:19]=2)[CH:5]=[CH:4][N:3]=1.[CH:28](=O)[CH3:29]. (2) Given the product [CH2:26]([N:8]([C@@H:9]1[CH2:13][CH2:12][N:11]([C:14]2[C:19]([CH2:20][OH:21])=[CH:18][CH:17]=[CH:16][N:15]=2)[CH2:10]1)[C:6](=[O:7])[O:5][C:2]([CH3:4])([CH3:1])[CH3:3])[CH3:27], predict the reactants needed to synthesize it. The reactants are: [CH3:1][C:2]([O:5][C:6]([N:8]([CH2:26][CH3:27])[C@@H:9]1[CH2:13][CH2:12][N:11]([C:14]2[C:19]([C:20](OC(C)C)=[O:21])=[CH:18][CH:17]=[CH:16][N:15]=2)[CH2:10]1)=[O:7])([CH3:4])[CH3:3].[H-].[H-].[H-].[H-].[Li+].[Al+3]. (3) Given the product [Br:1][C:2]1[C:3]([F:12])=[CH:4][C:5]2[N:9]=[C:37]([CH2:36][O:35][CH3:34])[N:19]([CH2:18][C:17]3[CH:20]=[CH:21][CH:22]=[CH:23][C:16]=3[O:15][CH:14]([F:24])[F:13])[C:6]=2[CH:7]=1, predict the reactants needed to synthesize it. The reactants are: [Br:1][C:2]1[CH:7]=[C:6](F)[C:5]([N+:9]([O-])=O)=[CH:4][C:3]=1[F:12].[F:13][CH:14]([F:24])[O:15][C:16]1[CH:23]=[CH:22][CH:21]=[CH:20][C:17]=1[CH2:18][NH2:19].N1C2C=CC=CC=2NC=1.[CH3:34][O:35][CH2:36][C:37](O)=O. (4) Given the product [CH3:1][C:2]1[N:9]([CH2:32][C:33]([O:35][CH2:36][CH3:37])=[O:34])[C:5]2[N:6]=[CH:7][S:8][C:4]=2[C:3]=1[CH2:10][C:11]1[CH:16]=[CH:15][CH:14]=[CH:13][C:12]=1[S:17]([N:20]1[CH2:24][CH2:23][CH2:22][CH2:21]1)(=[O:19])=[O:18], predict the reactants needed to synthesize it. The reactants are: [CH3:1][C:2]1[NH:9][C:5]2[N:6]=[CH:7][S:8][C:4]=2[C:3]=1[CH2:10][C:11]1[CH:16]=[CH:15][CH:14]=[CH:13][C:12]=1[S:17]([N:20]1[CH2:24][CH2:23][CH2:22][CH2:21]1)(=[O:19])=[O:18].C(=O)([O-])[O-].[K+].[K+].Br[CH2:32][C:33]([O:35][CH2:36][CH3:37])=[O:34].[I-].[K+].